This data is from Peptide-MHC class I binding affinity with 185,985 pairs from IEDB/IMGT. The task is: Regression. Given a peptide amino acid sequence and an MHC pseudo amino acid sequence, predict their binding affinity value. This is MHC class I binding data. (1) The peptide sequence is SEVKFKYVL. The MHC is HLA-A02:06 with pseudo-sequence HLA-A02:06. The binding affinity (normalized) is 0.268. (2) The peptide sequence is RQAELSKAY. The MHC is HLA-B07:02 with pseudo-sequence HLA-B07:02. The binding affinity (normalized) is 0.0847.